This data is from Full USPTO retrosynthesis dataset with 1.9M reactions from patents (1976-2016). The task is: Predict the reactants needed to synthesize the given product. (1) Given the product [Cl:36][C:22]1[C:23]([NH:25][C:26]2[CH:35]=[CH:34][CH:33]=[CH:32][C:27]=2[O:28][CH2:29][C:30]#[N:31])=[N:24][C:19]([NH:1][C:2]2[CH:3]=[CH:4][C:5]3[C:11]([CH3:12])([CH3:13])[CH2:10][CH2:9][C:8](=[O:14])[NH:7][C:6]=3[CH:17]=2)=[N:20][CH:21]=1, predict the reactants needed to synthesize it. The reactants are: [NH2:1][C:2]1[CH:3]=[CH:4][C:5]2[C:11]([CH3:13])([CH3:12])[CH2:10][CH2:9][C:8](=[O:14])[N:7](CC)[C:6]=2[CH:17]=1.Cl[C:19]1[N:24]=[C:23]([NH:25][C:26]2[CH:35]=[CH:34][CH:33]=[CH:32][C:27]=2[O:28][CH2:29][C:30]#[N:31])[C:22]([Cl:36])=[CH:21][N:20]=1. (2) Given the product [N:10]1[CH:11]=[CH:12][CH:13]=[N:8][C:9]=1[C:14]1[O:22][C:17]2=[CH:18][N:19]=[CH:20][CH:21]=[C:16]2[C:15]=1[NH:23][C:24]1[CH:32]=[C:31]2[C:27]([CH:28]=[N:29][NH:30]2)=[CH:26][CH:25]=1, predict the reactants needed to synthesize it. The reactants are: C(O)(C(F)(F)F)=O.[N:8]1[CH:13]=[CH:12][CH:11]=[N:10][C:9]=1[C:14]1[O:22][C:17]2=[CH:18][N:19]=[CH:20][CH:21]=[C:16]2[C:15]=1[NH:23][C:24]1[CH:32]=[C:31]2[C:27]([CH:28]=[N:29][N:30]2C(OC(C)(C)C)=O)=[CH:26][CH:25]=1. (3) Given the product [NH2:46][C:39]1[C:40]2[C:45](=[CH:44][CH:43]=[CH:42][CH:41]=2)[C:36]([O:35][C:33]2[CH:32]=[CH:31][N:30]=[C:29]([NH:28][C:12]3[CH:13]=[CH:14][C:15]([C:16]([NH:17][CH2:18][CH2:19][N:20]4[CH2:25][CH2:24][S:23](=[O:26])[CH2:22][CH2:21]4)=[O:27])=[C:10]([O:9][CH3:8])[CH:11]=3)[CH:34]=2)=[CH:37][CH:38]=1, predict the reactants needed to synthesize it. The reactants are: C(O)(C(F)(F)F)=O.[CH3:8][O:9][C:10]1[CH:11]=[C:12]([NH:28][C:29]2[CH:34]=[C:33]([O:35][C:36]3[C:45]4[C:40](=[CH:41][CH:42]=[CH:43][CH:44]=4)[C:39]([NH:46]C(=O)OC(C)(C)C)=[CH:38][CH:37]=3)[CH:32]=[CH:31][N:30]=2)[CH:13]=[CH:14][C:15]=1[C:16](=[O:27])[NH:17][CH2:18][CH2:19][N:20]1[CH2:25][CH2:24][S:23](=[O:26])[CH2:22][CH2:21]1. (4) Given the product [F:1][C:2]1[CH:3]=[CH:4][C:5]([CH:8]([OH:31])[CH:9]([NH:21][C:22]([C:24]2[O:25][CH:26]=[CH:27][C:28](=[O:30])[CH:29]=2)=[O:23])[CH2:10][C:11]2[CH:16]=[CH:15][C:14]([C:17]([F:20])([F:18])[F:19])=[CH:13][CH:12]=2)=[CH:6][CH:7]=1, predict the reactants needed to synthesize it. The reactants are: [F:1][C:2]1[CH:7]=[CH:6][C:5]([C:8](=[O:31])[CH:9]([NH:21][C:22]([C:24]2[O:25][CH:26]=[CH:27][C:28](=[O:30])[CH:29]=2)=[O:23])[CH2:10][C:11]2[CH:16]=[CH:15][C:14]([C:17]([F:20])([F:19])[F:18])=[CH:13][CH:12]=2)=[CH:4][CH:3]=1.[BH4-].[Na+].Cl. (5) The reactants are: [C:1]([N:8]1[CH2:13][CH2:12][CH:11]([C:14]([OH:16])=O)[CH2:10][CH2:9]1)([O:3][C:4]([CH3:7])([CH3:6])[CH3:5])=[O:2].C1(N=C=NC2CCCCC2)CCCCC1.ON1C2N=CC=CC=2N=N1.[F:42][C:43]1[CH:56]=[CH:55][C:46]([O:47][C:48]2[CH:49]=[C:50]([NH2:54])[CH:51]=[CH:52][CH:53]=2)=[CH:45][CH:44]=1. Given the product [C:4]([O:3][C:1]([N:8]1[CH2:9][CH2:10][CH:11]([C:14](=[O:16])[NH:54][C:50]2[CH:51]=[CH:52][CH:53]=[C:48]([O:47][C:46]3[CH:55]=[CH:56][C:43]([F:42])=[CH:44][CH:45]=3)[CH:49]=2)[CH2:12][CH2:13]1)=[O:2])([CH3:5])([CH3:6])[CH3:7], predict the reactants needed to synthesize it. (6) Given the product [F:30][C:28]1[CH:29]=[C:23]([OH:22])[CH:24]=[C:25]([F:31])[C:26]=1[NH:27][C:11](=[NH:12])[CH2:10][C:9]([C:6]1[CH:5]=[CH:4][C:3]([F:2])=[CH:8][CH:7]=1)=[O:21], predict the reactants needed to synthesize it. The reactants are: Cl.[F:2][C:3]1[CH:8]=[CH:7][C:6]([C:9](=[O:21])[CH2:10][C:11](SC2C=CC(Cl)=CC=2)=[NH:12])=[CH:5][CH:4]=1.[OH:22][C:23]1[CH:29]=[C:28]([F:30])[C:26]([NH2:27])=[C:25]([F:31])[CH:24]=1. (7) Given the product [CH3:19][Si:20]([CH3:42])([CH3:41])[CH2:21][CH2:22][O:23][C:24]([C@@H:26]1[CH2:31][CH2:30][CH2:29][CH2:28][C@H:27]1[C:32]([C:33]1[CH:34]=[CH:35][C:36]([C:2]2[CH:7]=[CH:6][C:5]([NH:8][C:9]3[O:10][C:11]4[CH:17]=[CH:16][C:15]([CH3:18])=[CH:14][C:12]=4[N:13]=3)=[CH:4][CH:3]=2)=[CH:37][CH:38]=1)=[O:40])=[O:25], predict the reactants needed to synthesize it. The reactants are: Br[C:2]1[CH:7]=[CH:6][C:5]([NH:8][C:9]2[O:10][C:11]3[CH:17]=[CH:16][C:15]([CH3:18])=[CH:14][C:12]=3[N:13]=2)=[CH:4][CH:3]=1.[CH3:19][Si:20]([CH3:42])([CH3:41])[CH2:21][CH2:22][O:23][C:24]([C@@H:26]1[CH2:31][CH2:30][CH2:29][CH2:28][C@H:27]1[C:32](=[O:40])[C:33]1[CH:38]=[CH:37][C:36](Br)=[CH:35][CH:34]=1)=[O:25].C([O-])(O)=O.[Na+].ClCCl. (8) Given the product [CH:31]1([N:10]2[N:9]3[CH:5]([CH2:6][CH:7]4[CH2:39][CH2:38][CH2:37][CH:8]43)[C:3]([OH:2])=[C:12]([C:13]3[NH:18][C:17]4[CH:19]=[CH:20][C:21]([NH:23][S:24]([CH3:27])(=[O:25])=[O:26])=[CH:22][C:16]=4[S:15](=[O:28])(=[O:29])[N:14]=3)[C:11]2=[O:30])[CH2:36][CH2:35][CH2:34][CH2:33][CH2:32]1, predict the reactants needed to synthesize it. The reactants are: C[O:2][C:3]([CH:5]1[N:9]([N:10]([CH:31]2[CH2:36][CH2:35][CH2:34][CH2:33][CH2:32]2)[C:11](=[O:30])[CH2:12][C:13]2[NH:18][C:17]3[CH:19]=[CH:20][C:21]([NH:23][S:24]([CH3:27])(=[O:26])=[O:25])=[CH:22][C:16]=3[S:15](=[O:29])(=[O:28])[N:14]=2)[CH:8]2[CH2:37][CH2:38][CH2:39][CH:7]2[CH2:6]1)=O.N12CCCN=C1CCCCC2. (9) Given the product [N:1]1[N:5]2[CH:6]=[CH:7][C:8]([O:10][S:13]([C:12]([F:25])([F:24])[F:11])(=[O:15])=[O:14])=[CH:9][C:4]2=[CH:3][CH:2]=1, predict the reactants needed to synthesize it. The reactants are: [N:1]1[N:5]2[CH:6]=[CH:7][C:8]([OH:10])=[CH:9][C:4]2=[CH:3][CH:2]=1.[F:11][C:12]([F:25])([F:24])[S:13](O[S:13]([C:12]([F:25])([F:24])[F:11])(=[O:15])=[O:14])(=[O:15])=[O:14]. (10) Given the product [F:1][C:2]1[CH:12]=[CH:11][C:10]([C:13]2[CH2:17][CH2:16][CH2:15][C:14]=2[C:18]2[C:19]([OH:28])=[N:20][CH:21]=[C:22]([C:24]([F:25])([F:26])[F:27])[CH:23]=2)=[CH:9][C:3]=1[C:4]([O:6][CH2:7][CH3:8])=[O:5], predict the reactants needed to synthesize it. The reactants are: [F:1][C:2]1[CH:12]=[CH:11][C:10]([C:13]2[CH2:17][CH2:16][CH2:15][C:14]=2[C:18]2[C:19]([O:28]CC3C=CC=CC=3)=[N:20][CH:21]=[C:22]([C:24]([F:27])([F:26])[F:25])[CH:23]=2)=[CH:9][C:3]=1[C:4]([O:6][CH2:7][CH3:8])=[O:5].C(=O)(O)[O-].[Na+].